The task is: Predict the reactants needed to synthesize the given product.. This data is from Full USPTO retrosynthesis dataset with 1.9M reactions from patents (1976-2016). (1) Given the product [NH2:28][C:27]1[N:26]=[CH:25][N:24]=[C:23]2[N:19]([CH2:18][CH2:17][CH2:16][NH:15][C:11](=[O:12])/[CH:10]=[CH:9]/[C:8]([OH:13])=[O:14])[N:20]=[C:21]([C:29]3[CH:34]=[CH:33][C:32]([O:35][C:36]4[C:41]([F:42])=[C:40]([F:43])[CH:39]=[C:38]([F:44])[C:37]=4[F:45])=[CH:31][C:30]=3[F:46])[C:22]=12, predict the reactants needed to synthesize it. The reactants are: C(N(CC)CC)C.[C:8]1(=[O:14])[O:13][C:11](=[O:12])[CH:10]=[CH:9]1.[NH2:15][CH2:16][CH2:17][CH2:18][N:19]1[C:23]2=[N:24][CH:25]=[N:26][C:27]([NH2:28])=[C:22]2[C:21]([C:29]2[CH:34]=[CH:33][C:32]([O:35][C:36]3[C:41]([F:42])=[C:40]([F:43])[CH:39]=[C:38]([F:44])[C:37]=3[F:45])=[CH:31][C:30]=2[F:46])=[N:20]1. (2) Given the product [C:5]([O:23][C:22]([N:16]1[CH2:17][CH2:18][CH:19]([O:1][C:2]2[CH:7]=[CH:6][C:5]([C:8]3[C:13]([CH3:14])=[N:12][N:11]([C:15]4[CH:20]=[CH:19][CH:18]=[CH:17][N:16]=4)[C:10](=[O:21])[CH:9]=3)=[CH:4][CH:3]=2)[CH2:20][CH2:15]1)=[O:25])([CH3:8])([CH3:6])[CH3:4], predict the reactants needed to synthesize it. The reactants are: [OH:1][C:2]1[CH:7]=[CH:6][C:5]([C:8]2[C:13]([CH3:14])=[N:12][N:11]([C:15]3[CH:20]=[CH:19][CH:18]=[CH:17][N:16]=3)[C:10](=[O:21])[CH:9]=2)=[CH:4][CH:3]=1.[C:22](=[O:25])([O-])[O-:23].[Cs+].[Cs+]. (3) Given the product [CH:1]1([N:6]2[CH2:12][C:11]([F:13])([F:14])[C:10](=[O:15])[N:9]([CH3:16])[C:8]3[CH:17]=[N:18][C:19]([NH:21][C:22]4[CH:30]=[CH:29][C:25]([C:26]([NH:35][C:44]5[CH:43]=[N:42][CH:47]=[CH:46][CH:45]=5)=[O:28])=[CH:24][C:23]=4[O:31][CH3:32])=[N:20][C:7]2=3)[CH2:5][CH2:4][CH2:3][CH2:2]1, predict the reactants needed to synthesize it. The reactants are: [CH:1]1([N:6]2[CH2:12][C:11]([F:14])([F:13])[C:10](=[O:15])[N:9]([CH3:16])[C:8]3[CH:17]=[N:18][C:19]([NH:21][C:22]4[CH:30]=[CH:29][C:25]([C:26]([OH:28])=O)=[CH:24][C:23]=4[O:31][CH3:32])=[N:20][C:7]2=3)[CH2:5][CH2:4][CH2:3][CH2:2]1.C([N:35](C(C)C)C(C)C)C.[N:42]1[CH:47]=[CH:46][C:45](N)=[CH:44][CH:43]=1. (4) Given the product [CH3:36][C@H:23]1[CH2:24][NH:25][CH2:26][C@@H:27]([CH3:28])[N:22]1[C:20]([O:5][CH2:4][C:3]1[CH:6]=[C:7]([O:10][CH2:17][CH:11]2[CH2:16][CH2:15][CH2:14][CH2:13][CH2:12]2)[CH:8]=[CH:9][C:2]=1[F:1])=[O:21], predict the reactants needed to synthesize it. The reactants are: [F:1][C:2]1[CH:9]=[CH:8][C:7]([OH:10])=[CH:6][C:3]=1[CH2:4][OH:5].[CH:11]1([CH2:17]Br)[CH2:16][CH2:15][CH2:14][CH2:13][CH2:12]1.Cl[C:20]([N:22]1[C@H:27]([CH3:28])[CH2:26][N:25](C(OC(C)(C)C)=O)[CH2:24][C@@H:23]1[CH3:36])=[O:21]. (5) Given the product [Br:2][C:3]1[C:12]2[O:11][C:10]([CH3:14])([CH3:13])[CH2:9][N:8]([S:28]([C:23]3[CH:24]=[CH:25][CH:26]=[CH:27][C:22]=3[F:21])(=[O:30])=[O:29])[C:7]=2[CH:6]=[CH:5][CH:4]=1, predict the reactants needed to synthesize it. The reactants are: Cl.[Br:2][C:3]1[C:12]2[O:11][C:10]([CH3:14])([CH3:13])[CH2:9][NH:8][C:7]=2[CH:6]=[CH:5][CH:4]=1.N1C=CC=CC=1.[F:21][C:22]1[CH:27]=[CH:26][CH:25]=[CH:24][C:23]=1[S:28](Cl)(=[O:30])=[O:29]. (6) Given the product [Br:1][C:2]1[CH:7]=[CH:6][C:5]([C:8]2[O:9][CH:10]=[C:11]([CH2:13][O:26][C:22]3[CH:21]=[CH:20][CH:19]=[C:18]4[C:23]=3[CH:24]=[CH:25][C:16]([NH:15][S:27]([C:30]([F:33])([F:32])[F:31])(=[O:29])=[O:28])=[CH:17]4)[N:12]=2)=[CH:4][CH:3]=1, predict the reactants needed to synthesize it. The reactants are: [Br:1][C:2]1[CH:7]=[CH:6][C:5]([C:8]2[O:9][CH:10]=[C:11]([CH2:13]Cl)[N:12]=2)=[CH:4][CH:3]=1.[NH2:15][C:16]1[CH:25]=[CH:24][C:23]2[C:22]([OH:26])=[CH:21][CH:20]=[CH:19][C:18]=2[CH:17]=1.[S:27](O[S:27]([C:30]([F:33])([F:32])[F:31])(=[O:29])=[O:28])([C:30]([F:33])([F:32])[F:31])(=[O:29])=[O:28]. (7) Given the product [CH2:8]([O:9][CH:10]1[CH2:15][CH2:14][CH:13]([NH:16][C:18]2[N:23]=[CH:22][N:21]=[C:20]3[NH:24][N:25]=[CH:26][C:19]=23)[CH2:12][CH2:11]1)[CH2:7][C:1]1[CH:2]=[CH:3][CH:4]=[CH:5][CH:6]=1, predict the reactants needed to synthesize it. The reactants are: [C:1]1([CH2:7][CH2:8][O:9][C@H:10]2[CH2:15][CH2:14][C@H:13]([NH2:16])[CH2:12][CH2:11]2)[CH:6]=[CH:5][CH:4]=[CH:3][CH:2]=1.Cl[C:18]1[N:23]=[CH:22][N:21]=[C:20]2[NH:24][N:25]=[CH:26][C:19]=12.C(N(CC)C(C)C)(C)C.